This data is from Forward reaction prediction with 1.9M reactions from USPTO patents (1976-2016). The task is: Predict the product of the given reaction. (1) Given the reactants C(NC(C)C)(C)C.C([Li])CCC.[CH3:13][C:14]1[N:15]([C:20]2[CH:25]=[CH:24][CH:23]=[C:22]([CH3:26])[N:21]=2)[C:16]([CH3:19])=[CH:17][CH:18]=1.[CH2:27]1[O:29][CH2:28]1, predict the reaction product. The product is: [CH3:19][C:16]1[N:15]([C:20]2[N:21]=[C:22]([CH2:26][CH2:27][CH2:28][OH:29])[CH:23]=[CH:24][CH:25]=2)[C:14]([CH3:13])=[CH:18][CH:17]=1. (2) Given the reactants [H-].[Na+].[CH3:3][C:4]1[C:13]([CH3:14])=[C:12](O)[C:11]2[C:6](=[C:7]([F:20])[CH:8]=[C:9]([C:16]([CH3:19])([CH3:18])[CH3:17])[CH:10]=2)[N:5]=1.[C:21](Cl)(=[O:24])[CH2:22][CH3:23], predict the reaction product. The product is: [CH3:3][C:4]1[C:13]([CH3:14])=[C:12]([C:21](=[O:24])[CH2:22][CH3:23])[C:11]2[C:6](=[C:7]([F:20])[CH:8]=[C:9]([C:16]([CH3:19])([CH3:18])[CH3:17])[CH:10]=2)[N:5]=1.